From a dataset of Full USPTO retrosynthesis dataset with 1.9M reactions from patents (1976-2016). Predict the reactants needed to synthesize the given product. (1) The reactants are: [N+:1]([C:4]1[CH:9]=[CH:8][C:7]([OH:10])=[CH:6][C:5]=1[C:11]([F:14])([F:13])[F:12])([O-:3])=[O:2].[Br-:15].[Br-:16].[Br-].C([N+](C)(C)C)C1C=CC=CC=1.C([N+](C)(C)C)C1C=CC=CC=1.C([N+](C)(C)C)C1C=CC=CC=1.C([O-])([O-])=O.[Ca+2]. Given the product [Br:15][C:6]1[C:5]([C:11]([F:12])([F:13])[F:14])=[C:4]([N+:1]([O-:3])=[O:2])[CH:9]=[C:8]([Br:16])[C:7]=1[OH:10], predict the reactants needed to synthesize it. (2) Given the product [CH3:8][C@H:6]1[O:7][C@@H:2]([CH3:1])[CH2:3][N:4]([C:9]2[C:14]([CH:15]=[O:16])=[CH:13][C:12]([C:27]3[S:28][CH:29]=[CH:30][N:31]=3)=[CH:11][N:10]=2)[CH2:5]1, predict the reactants needed to synthesize it. The reactants are: [CH3:1][C@@H:2]1[O:7][C@H:6]([CH3:8])[CH2:5][N:4]([C:9]2[C:14]([CH:15]=[O:16])=[CH:13][C:12](B3OC(C)(C)C(C)(C)O3)=[CH:11][N:10]=2)[CH2:3]1.Br[C:27]1[S:28][CH:29]=[CH:30][N:31]=1. (3) Given the product [CH:25]1([CH2:24][C@H:3]([NH:2][C:38]([C:34]2[S:33][C:32]([CH3:31])=[N:36][C:35]=2[CH3:37])=[O:39])[C:4](=[O:5])[NH:6][C@H:7]2[CH2:13][CH2:12][CH2:11][N:10]([S:14]([C:17]3[CH:22]=[CH:21][CH:20]=[CH:19][N:18]=3)(=[O:15])=[O:16])[CH2:9][C:8]2=[O:23])[CH2:30][CH2:29][CH2:28][CH2:27][CH2:26]1, predict the reactants needed to synthesize it. The reactants are: Cl.[NH2:2][C@@H:3]([CH2:24][CH:25]1[CH2:30][CH2:29][CH2:28][CH2:27][CH2:26]1)[C:4]([NH:6][C@H:7]1[CH2:13][CH2:12][CH2:11][N:10]([S:14]([C:17]2[CH:22]=[CH:21][CH:20]=[CH:19][N:18]=2)(=[O:16])=[O:15])[CH2:9][C@@H:8]1[OH:23])=[O:5].[CH3:31][C:32]1[S:33][C:34]([C:38](O)=[O:39])=[C:35]([CH3:37])[N:36]=1.CC(OI1(OC(C)=O)(OC(C)=O)OC(=O)C2C=CC=CC1=2)=O. (4) Given the product [Cl:8][C:9]1[CH:10]=[C:11]([C:19]([NH:28][CH2:29][C@@H:30]2[CH2:35][CH2:34][N:33]([C:36]([O:38][CH2:39][CH3:40])=[O:37])[CH2:32][C@H:31]2[O:41][CH2:42][CH3:43])=[O:21])[C:12]2[O:17][CH2:16][CH2:15][O:14][C:13]=2[CH:18]=1, predict the reactants needed to synthesize it. The reactants are: C(N(CC)CC)C.[Cl:8][C:9]1[CH:10]=[C:11]([C:19]([OH:21])=O)[C:12]2[O:17][CH2:16][CH2:15][O:14][C:13]=2[CH:18]=1.ClC(OCC)=O.[NH2:28][CH2:29][C@@H:30]1[CH2:35][CH2:34][N:33]([C:36]([O:38][CH2:39][CH3:40])=[O:37])[CH2:32][C@H:31]1[O:41][CH2:42][CH3:43]. (5) Given the product [CH2:1]([NH:3][C:4]([C:6]1[C:14]2[C:9](=[N:10][CH:11]=[C:12]([O:58][C:49]3[CH:50]=[CH:51][C:52]4[C:57](=[CH:56][CH:55]=[CH:54][CH:53]=4)[CH:48]=3)[N:13]=2)[NH:8][CH:7]=1)=[O:5])[CH3:2], predict the reactants needed to synthesize it. The reactants are: [CH2:1]([NH:3][C:4]([C:6]1[C:14]2[C:9](=[N:10][CH:11]=[C:12](Br)[N:13]=2)[N:8](COCC[Si](C)(C)C)[CH:7]=1)=[O:5])[CH3:2].C(NC(C1C2C(=NC=C(Br)N=2)N(COCC[Si](C)(C)C)C=1)=O)(C)C.[CH:48]1[C:57]2[C:52](=[CH:53][CH:54]=[CH:55][CH:56]=2)[CH:51]=[CH:50][C:49]=1[OH:58].C(C1C=C(O)C=CC=1)#N. (6) Given the product [C:34]([NH:36][C@H:37]([C:59]([OH:61])=[O:60])[CH2:38][CH2:39][CH2:40][NH:41][C:42](=[NH:43])[NH2:51])([O:33][C:30]([CH3:31])([CH3:29])[CH3:32])=[O:35], predict the reactants needed to synthesize it. The reactants are: Cl.C1C2C(=CC=CC=2)C=C(C2C=CC(O)=CC=2)N=1.C1C=CC2N(O)N=NC=2C=1.[CH3:29][C:30]([O:33][C:34]([NH:36][C@H:37]([C:59]([OH:61])=[O:60])[CH2:38][CH2:39][CH2:40][N:41]=[C:42]([NH:51]C(OC(C)(C)C)=O)[NH:43]C(OC(C)(C)C)=O)=[O:35])([CH3:32])[CH3:31].CCN=C=NCCCN(C)C.Cl.C(N(CC)C(C)C)(C)C. (7) Given the product [C:35]([N:34]([CH2:33][C:26]1[CH:27]=[CH:28][C:29]([O:31][CH3:32])=[CH:30][C:25]=1[O:24][CH3:23])[CH:1]([C:22]([NH:21][C:18]1[CH:19]=[CH:20][C:15]([Cl:14])=[CH:16][CH:17]=1)=[O:49])[CH2:3][C:4]1[CH:13]=[CH:12][C:7]([C:8]([O:10][CH3:11])=[O:9])=[CH:6][CH:5]=1)(=[O:42])[C:36]1[CH:41]=[CH:40][CH:39]=[CH:38][CH:37]=1, predict the reactants needed to synthesize it. The reactants are: [CH:1]([CH2:3][C:4]1[CH:13]=[CH:12][C:7]([C:8]([O:10][CH3:11])=[O:9])=[CH:6][CH:5]=1)=O.[Cl:14][C:15]1[CH:20]=[CH:19][C:18]([N+:21]#[C-:22])=[CH:17][CH:16]=1.[CH3:23][O:24][C:25]1[CH:30]=[C:29]([O:31][CH3:32])[CH:28]=[CH:27][C:26]=1[CH2:33][NH2:34].[C:35](O)(=[O:42])[C:36]1[CH:41]=[CH:40][CH:39]=[CH:38][CH:37]=1.C([OH:49])C(F)(F)F.